From a dataset of Reaction yield outcomes from USPTO patents with 853,638 reactions. Predict the reaction yield, written as a fraction of the theoretical maximum amount of product (1.0 means a 100% yield; for example, 0.34 means a 34% yield). The reactants are [CH3:1][N:2]([CH3:8])[C@H:3]1[CH2:7][CH2:6][NH:5][CH2:4]1.[C:9]([N:12]1[CH2:16][CH2:15][CH:14]([N:17]([CH3:39])[C:18]([C:20]2[O:21][C:22]3[C:28](F)=[C:27]([C:30]4[CH:35]=[CH:34][CH:33]=[CH:32][CH:31]=4)[C:26]([CH3:36])=[C:25]([C:37]#[N:38])[C:23]=3[N:24]=2)=[O:19])[CH2:13]1)(=[O:11])[CH3:10].C(N(CC)CC)C. The catalyst is CS(C)=O. The product is [C:9]([N:12]1[CH2:16][CH2:15][CH:14]([N:17]([CH3:39])[C:18]([C:20]2[O:21][C:22]3[C:28]([N:5]4[CH2:6][CH2:7][C@H:3]([N:2]([CH3:8])[CH3:1])[CH2:4]4)=[C:27]([C:30]4[CH:35]=[CH:34][CH:33]=[CH:32][CH:31]=4)[C:26]([CH3:36])=[C:25]([C:37]#[N:38])[C:23]=3[N:24]=2)=[O:19])[CH2:13]1)(=[O:11])[CH3:10]. The yield is 0.530.